From a dataset of Forward reaction prediction with 1.9M reactions from USPTO patents (1976-2016). Predict the product of the given reaction. (1) Given the reactants [Cl:1][C:2]1[CH:7]=[C:6]([Cl:8])[CH:5]=[CH:4][C:3]=1[C:9]1[N:10]([C:25]2[CH:30]=[CH:29][C:28]([OH:31])=[CH:27][CH:26]=2)[C:11]([CH3:24])=[C:12]([C:14]([NH:16][C:17]2[CH:18]=[N:19][C:20]([F:23])=[CH:21][CH:22]=2)=[O:15])[N:13]=1.[F:32][C:33]([F:41])([F:40])[CH2:34][CH2:35][S:36](Cl)(=[O:38])=[O:37], predict the reaction product. The product is: [F:32][C:33]([F:41])([F:40])[CH2:34][CH2:35][S:36]([O:31][C:28]1[CH:27]=[CH:26][C:25]([N:10]2[C:11]([CH3:24])=[C:12]([C:14]([NH:16][C:17]3[CH:18]=[N:19][C:20]([F:23])=[CH:21][CH:22]=3)=[O:15])[N:13]=[C:9]2[C:3]2[CH:4]=[CH:5][C:6]([Cl:8])=[CH:7][C:2]=2[Cl:1])=[CH:30][CH:29]=1)(=[O:38])=[O:37]. (2) Given the reactants [F:1][C:2]1[CH:3]=[C:4]([CH:22]=[CH:23][C:24]=1[F:25])[CH2:5][C@H:6]1[CH2:11][C@H:10]([C:12]2[O:16][NH:15][C:14](=[O:17])[CH:13]=2)[CH2:9][CH2:8][N:7]1[C:18]([O:20][CH3:21])=[O:19], predict the reaction product. The product is: [F:1][C:2]1[CH:3]=[C:4]([CH:22]=[CH:23][C:24]=1[F:25])[CH2:5][C@@H:6]1[CH2:11][C@@H:10]([C:12]2[O:16][NH:15][C:14](=[O:17])[CH:13]=2)[CH2:9][CH2:8][N:7]1[C:18]([O:20][CH3:21])=[O:19].[F:1][C:2]1[CH:3]=[C:4]([CH:22]=[CH:23][C:24]=1[F:25])[CH2:5][C@H:6]1[CH2:11][C@H:10]([C:12]2[O:16][NH:15][C:14](=[O:17])[CH:13]=2)[CH2:9][CH2:8][N:7]1[C:18]([O:20][CH3:21])=[O:19]. (3) The product is: [CH3:14][C:12]1([CH3:15])[CH2:13][NH:8][CH:9]([C:16]([OH:19])([CH3:18])[CH3:17])[CH2:10][O:11]1. Given the reactants C([N:8]1[CH2:13][C:12]([CH3:15])([CH3:14])[O:11][CH2:10][CH:9]1[C:16]([OH:19])([CH3:18])[CH3:17])C1C=CC=CC=1, predict the reaction product. (4) Given the reactants [ClH:1].[CH2:2]([N:15]([CH3:22])[C:16](=[NH:21])[NH:17][C:18](=[NH:20])[NH2:19])[CH2:3][CH2:4][CH2:5][CH2:6][CH2:7][CH2:8][CH2:9][CH2:10][CH2:11][CH2:12][CH2:13][CH3:14].CN(C=O)C.[C:28]12(CS(O)(=O)=O)C(C)(C)C(C[CH2:34]1)C[C:29]2=O, predict the reaction product. The product is: [ClH:1].[CH2:2]([N:15]([CH3:22])[C:16]1[N:17]=[C:18]([NH2:19])[NH:20][C:28]([CH3:34])([CH3:29])[N:21]=1)[CH2:3][CH2:4][CH2:5][CH2:6][CH2:7][CH2:8][CH2:9][CH2:10][CH2:11][CH2:12][CH2:13][CH3:14]. (5) Given the reactants [F:1][C:2]1[CH:3]=[C:4]2[C:8](=[C:9]([CH2:11]O)[CH:10]=1)[N:7]([CH2:13][CH:14]([CH3:16])[CH3:15])[N:6]=[CH:5]2.[CH3:17][O:18][C:19]([C:21]1[CH:22]=[C:23]2[C:27](=[CH:28][CH:29]=1)[NH:26][N:25]=[CH:24]2)=[O:20], predict the reaction product. The product is: [CH3:17][O:18][C:19]([C:21]1[CH:22]=[C:23]2[C:27](=[CH:28][CH:29]=1)[N:26]([CH2:11][C:9]1[CH:10]=[C:2]([F:1])[CH:3]=[C:4]3[C:8]=1[N:7]([CH2:13][CH:14]([CH3:16])[CH3:15])[N:6]=[CH:5]3)[N:25]=[CH:24]2)=[O:20]. (6) Given the reactants [NH2:1][C@H:2]([C:8]([O-:10])=[O:9])[CH2:3][CH2:4][CH2:5][CH2:6][NH2:7].[CH3:11][N+:12]1[CH:16]=[CH:15][N:14]([CH2:17][CH2:18][CH2:19][CH2:20][CH2:21][CH2:22][CH2:23][CH3:24])[CH:13]=1, predict the reaction product. The product is: [NH2:1][C@H:2]([C:8]([O-:10])=[O:9])[CH2:3][CH2:4][CH2:5][CH2:6][NH2:7].[CH3:11][N+:12]1[CH:16]=[CH:15][N:14]([CH2:17][CH2:18][CH2:19][CH2:20][CH2:21][CH2:22][CH2:23][CH3:24])[CH:13]=1. (7) Given the reactants [NH2:1][CH2:2][C@H:3]1[CH2:8][CH2:7][C@H:6]([CH2:9][NH:10][C:11]2[N:20]=[C:19]([N:21]([CH3:23])[CH3:22])[C:18]3[C:13](=[CH:14][CH:15]=[CH:16][CH:17]=3)[N:12]=2)[CH2:5][CH2:4]1.[Br:24][C:25]1[CH:32]=[CH:31][C:28]([CH:29]=O)=[C:27]([O:33][C:34]([F:37])([F:36])[F:35])[CH:26]=1.C(O)(=O)C.[BH-](OC(C)=O)(OC(C)=O)OC(C)=O.[Na+], predict the reaction product. The product is: [Br:24][C:25]1[CH:32]=[CH:31][C:28]([CH2:29][NH:1][CH2:2][C@H:3]2[CH2:8][CH2:7][C@H:6]([CH2:9][NH:10][C:11]3[N:20]=[C:19]([N:21]([CH3:23])[CH3:22])[C:18]4[C:13](=[CH:14][CH:15]=[CH:16][CH:17]=4)[N:12]=3)[CH2:5][CH2:4]2)=[C:27]([O:33][C:34]([F:35])([F:36])[F:37])[CH:26]=1.